This data is from Catalyst prediction with 721,799 reactions and 888 catalyst types from USPTO. The task is: Predict which catalyst facilitates the given reaction. (1) Reactant: [F:1][C:2]1[CH:3]=[C:4]2[C:14]3[C:9](=[CH:10][N:11]=[C:12]([C:15]4[CH:16]=[N:17][N:18]([CH3:20])[CH:19]=4)[CH:13]=3)[NH:8][C:5]2=[N:6][CH:7]=1.[H-].[Na+].[C:23]1([CH3:33])[CH:28]=[CH:27][C:26]([S:29](Cl)(=[O:31])=[O:30])=[CH:25][CH:24]=1.C(=O)([O-])O.[Na+]. Product: [F:1][C:2]1[CH:3]=[C:4]2[C:14]3[C:9](=[CH:10][N:11]=[C:12]([C:15]4[CH:16]=[N:17][N:18]([CH3:20])[CH:19]=4)[CH:13]=3)[N:8]([S:29]([C:26]3[CH:27]=[CH:28][C:23]([CH3:33])=[CH:24][CH:25]=3)(=[O:31])=[O:30])[C:5]2=[N:6][CH:7]=1. The catalyst class is: 35. (2) Reactant: [H-].[Na+].[CH:3]1[C:8]2[C:9]3[NH:10][C:11]4[C:16]([C:17]=3[CH2:18][CH2:19][S:20][C:7]=2[CH:6]=[CH:5][CH:4]=1)=[CH:15][CH:14]=[CH:13][CH:12]=4.Br[CH2:22][CH2:23][CH2:24][CH2:25][CH2:26][CH2:27][Cl:28].O. Product: [Cl:28][CH2:27][CH2:26][CH2:25][CH2:24][CH2:23][CH2:22][N:10]1[C:11]2[C:16](=[CH:15][CH:14]=[CH:13][CH:12]=2)[C:17]2[CH2:18][CH2:19][S:20][C:7]3[CH:6]=[CH:5][CH:4]=[CH:3][C:8]=3[C:9]1=2. The catalyst class is: 3. (3) Reactant: [Br:1][C:2]1[C:3](=[O:17])[N:4]([CH2:9][C:10]2[CH:15]=[CH:14][C:13]([F:16])=[CH:12][CH:11]=2)[N:5]=[CH:6][C:7]=1Br.[CH3:18][N:19]1[CH2:24][CH2:23][NH:22][CH2:21][C:20]1=[O:25].C(N(C(C)C)CC)(C)C. Product: [Br:1][C:2]1[C:3](=[O:17])[N:4]([CH2:9][C:10]2[CH:15]=[CH:14][C:13]([F:16])=[CH:12][CH:11]=2)[N:5]=[CH:6][C:7]=1[N:22]1[CH2:23][CH2:24][N:19]([CH3:18])[C:20](=[O:25])[CH2:21]1. The catalyst class is: 8.